The task is: Regression/Classification. Given a drug SMILES string, predict its absorption, distribution, metabolism, or excretion properties. Task type varies by dataset: regression for continuous measurements (e.g., permeability, clearance, half-life) or binary classification for categorical outcomes (e.g., BBB penetration, CYP inhibition). Dataset: cyp1a2_veith.. This data is from CYP1A2 inhibition data for predicting drug metabolism from PubChem BioAssay. (1) The drug is N#CC1=C(SCC(N)=O)NC2=C(C(=O)c3ccccc32)C1c1ccc(Cl)cc1. The result is 1 (inhibitor). (2) The compound is CC(C)CN1CCC2(CC1)CCN(S(=O)(=O)c1ccccc1)CC2. The result is 0 (non-inhibitor). (3) The molecule is N#C/C(=C\c1ccc(Cl)cc1)c1nc2ncccc2[nH]1. The result is 1 (inhibitor). (4) The compound is C[C@@H]1C(=O)NC2=Nc3cccc(Cl)c3CN21. The result is 1 (inhibitor). (5) The drug is O=C(O)CCC(=O)Nc1ccc(S(=O)(=O)Nc2nccs2)cc1. The result is 0 (non-inhibitor). (6) The compound is COc1ncc2ncc(=O)n(C3CC3)c2n1. The result is 1 (inhibitor). (7) The compound is O=C(O)c1ccccc1-c1ccccc1C(=O)Nc1ccc2c(c1)Cc1cc(F)ccc1-2. The result is 1 (inhibitor). (8) The drug is COc1ccc(NC(=O)c2ccc(COc3ccccc3)o2)cc1. The result is 1 (inhibitor). (9) The compound is O=C(O)CCC(=O)N1CCc2cc(S(=O)(=O)NCc3cccs3)ccc21. The result is 0 (non-inhibitor). (10) The molecule is C[C@@H]1CCCN(C[C@@H](O)CN2CCCc3ccccc32)C1. The result is 0 (non-inhibitor).